This data is from Forward reaction prediction with 1.9M reactions from USPTO patents (1976-2016). The task is: Predict the product of the given reaction. (1) Given the reactants [C:1]1([C:7]2[CH:12]=[CH:11][CH:10]=[C:9]([C:13]3[CH:18]=[CH:17][CH:16]=[CH:15][CH:14]=3)[C:8]=2[N:19]2[CH:23]=[CH:22][N:21]=[C:20]2[C:24]2[CH:25]=[C:26]([OH:31])[CH:27]=[C:28]([CH3:30])[CH:29]=2)[CH:6]=[CH:5][CH:4]=[CH:3][CH:2]=1.Cl[P:33]([C:40]1[CH:45]=[CH:44][CH:43]=[CH:42][CH:41]=1)[C:34]1[CH:39]=[CH:38][CH:37]=[CH:36][CH:35]=1.C(N(CC)CC)C, predict the reaction product. The product is: [C:13]1([C:9]2[CH:10]=[CH:11][CH:12]=[C:7]([C:1]3[CH:2]=[CH:3][CH:4]=[CH:5][CH:6]=3)[C:8]=2[N:19]2[CH:23]=[CH:22][N:21]=[C:20]2[C:24]2[CH:29]=[C:28]([CH3:30])[CH:27]=[C:26]([O:31][P:33]([C:40]3[CH:41]=[CH:42][CH:43]=[CH:44][CH:45]=3)[C:34]3[CH:39]=[CH:38][CH:37]=[CH:36][CH:35]=3)[CH:25]=2)[CH:14]=[CH:15][CH:16]=[CH:17][CH:18]=1. (2) Given the reactants Br[C:2]1[CH:7]=[CH:6][C:5]([CH:8]2[CH2:13][CH2:12][N:11]([C:14]([O:16][C:17]([CH3:20])([CH3:19])[CH3:18])=[O:15])[CH2:10][CH2:9]2)=[CH:4][CH:3]=1.CC([O-])=O.[K+].[CH3:26][C:27]1([CH3:43])[C:31]([CH3:33])([CH3:32])[O:30][B:29]([B:29]2[O:30][C:31]([CH3:33])([CH3:32])[C:27]([CH3:43])([CH3:26])[O:28]2)[O:28]1.O, predict the reaction product. The product is: [CH3:26][C:27]1([CH3:43])[C:31]([CH3:33])([CH3:32])[O:30][B:29]([C:2]2[CH:7]=[CH:6][C:5]([CH:8]3[CH2:13][CH2:12][N:11]([C:14]([O:16][C:17]([CH3:20])([CH3:19])[CH3:18])=[O:15])[CH2:10][CH2:9]3)=[CH:4][CH:3]=2)[O:28]1. (3) The product is: [C:23]([C:22]1[CH:25]=[CH:26][C:19]([CH2:18][NH:9][CH2:8][C:7]([O:6][C:2]([CH3:5])([CH3:4])[CH3:3])=[O:10])=[CH:20][CH:21]=1)#[N:24]. Given the reactants [Cl-].[C:2]([O:6][C:7](=[O:10])[CH2:8][NH3+:9])([CH3:5])([CH3:4])[CH3:3].C(=O)([O-])[O-].[K+].[K+].Br[CH2:18][C:19]1[CH:26]=[CH:25][C:22]([C:23]#[N:24])=[CH:21][CH:20]=1, predict the reaction product. (4) Given the reactants [Br:1][C:2]1[CH:7]=[CH:6][C:5]([OH:8])=[CH:4][CH:3]=1.Cl.[CH3:10][N:11]([CH3:15])[CH2:12][CH2:13]Cl.CO, predict the reaction product. The product is: [Br:1][C:2]1[CH:7]=[CH:6][C:5]([O:8][CH2:13][CH2:12][N:11]([CH3:15])[CH3:10])=[CH:4][CH:3]=1. (5) Given the reactants [CH3:1][O:2][C:3]1[C@H:4]([CH2:14][C:15]2[CH:16]=[C:17]3[C:22](=[CH:23][CH:24]=2)[N:21]=[CH:20][CH:19]=[CH:18]3)[N:5]=C(OC)[C@@H](C(C)C)N=1.FC(F)(F)C(O)=[O:28], predict the reaction product. The product is: [NH2:5][C@@H:4]([CH2:14][C:15]1[CH:16]=[C:17]2[C:22](=[CH:23][CH:24]=1)[N:21]=[CH:20][CH:19]=[CH:18]2)[C:3]([O:2][CH3:1])=[O:28]. (6) Given the reactants [Cl:1][C:2]1[CH:11]=[CH:10][CH:9]=[C:8]2[C:3]=1[CH:4]=[CH:5][CH:6]=[C:7]2[CH:12]=[O:13].[CH3:14][Mg]Cl, predict the reaction product. The product is: [Cl:1][C:2]1[CH:11]=[CH:10][CH:9]=[C:8]2[C:3]=1[CH:4]=[CH:5][CH:6]=[C:7]2[CH:12]([OH:13])[CH3:14].